Task: Binary Classification. Given a miRNA mature sequence and a target amino acid sequence, predict their likelihood of interaction.. Dataset: Experimentally validated miRNA-target interactions with 360,000+ pairs, plus equal number of negative samples The miRNA is cel-lin-4-5p with sequence UCCCUGAGACCUCAAGUGUGA. The protein sequence of the target gene is MLTRKIKLWDINAHITCRLCSGYLIDATTVTECLHTFCRSCLVKYLEENNTCPTCRIVIHQSHPLQYIGHDRTMQDIVYKLVPGLQEAEMRKQREFYHKLGMEVPGDIKGEACSAKQHLDPRNGETKADDNSNKETAEEKQEEDNDYHRSDEQVSICLECNSSKLRGLKRKWIRCSAQATVLHLKKFIAKKLNLSSFNELDILCNEEILGKDHTLKFVVVTRWRFKKAPLLLHYRPKMDLL. Result: 0 (no interaction).